Dataset: Forward reaction prediction with 1.9M reactions from USPTO patents (1976-2016). Task: Predict the product of the given reaction. (1) Given the reactants [Cl:1][C:2]1[C:7](B(O)O)=[CH:6][CH:5]=[CH:4][N:3]=1.FC(F)(F)S(O[C:17]1[C@@:21]2([CH3:37])[CH2:22][CH2:23][C@H:24]3[C@H:33]([C@@H:20]2[CH2:19][CH:18]=1)[CH2:32][CH:31]=[C:30]1[C@:25]3([CH3:36])[CH2:26][CH2:27][C:28](=[O:35])[N:29]1[CH3:34])(=O)=O, predict the reaction product. The product is: [Cl:1][C:2]1[C:7]([C:17]2[C@@:21]3([CH3:37])[CH2:22][CH2:23][C@H:24]4[C@H:33]([C@@H:20]3[CH2:19][CH:18]=2)[CH2:32][CH:31]=[C:30]2[C@:25]4([CH3:36])[CH2:26][CH2:27][C:28](=[O:35])[N:29]2[CH3:34])=[CH:6][CH:5]=[CH:4][N:3]=1. (2) Given the reactants [Br:1][CH2:2][C:3]1[O:4][CH:5]=[C:6]([OH:10])[C:7](=[O:9])[CH:8]=1.[CH3:11][N:12]1[CH2:17][CH2:16][NH:15][CH2:14][CH2:13]1, predict the reaction product. The product is: [BrH:1].[OH:10][C:6]1[C:7](=[O:9])[CH:8]=[C:3]([CH2:2][N:15]2[CH2:16][CH2:17][N:12]([CH3:11])[CH2:13][CH2:14]2)[O:4][CH:5]=1.